This data is from Catalyst prediction with 721,799 reactions and 888 catalyst types from USPTO. The task is: Predict which catalyst facilitates the given reaction. (1) Reactant: [CH2:1]([C:4]1[S:5][CH:6]=[CH:7][CH:8]=1)[CH2:2][CH3:3].[Li]CCCC.[CH3:14][Sn:15](Cl)([CH3:17])[CH3:16]. Product: [CH2:1]([C:4]1[S:5][C:6]([Sn:15]([CH3:17])([CH3:16])[CH3:14])=[CH:7][CH:8]=1)[CH2:2][CH3:3]. The catalyst class is: 1. (2) Reactant: [CH3:1][O:2][C:3]1[CH:4]=[C:5]2[C:10](=[CH:11][C:12]=1[O:13][CH3:14])[N:9]=[CH:8][N:7]=[C:6]2[O:15][C:16]1[CH:22]=[CH:21][C:19]([NH2:20])=[CH:18][CH:17]=1.C1(C)C=CC=CC=1.C(N(CC)CC)C.ClC(Cl)(O[C:41](=[O:47])[O:42][C:43](Cl)(Cl)Cl)Cl.[Cl:49][C:50]1[CH:60]=[CH:59][C:53]([O:54][CH2:55][CH2:56]CO)=[CH:52][CH:51]=1. Product: [CH3:1][O:2][C:3]1[CH:4]=[C:5]2[C:10](=[CH:11][C:12]=1[O:13][CH3:14])[N:9]=[CH:8][N:7]=[C:6]2[O:15][C:16]1[CH:22]=[CH:21][C:19]([NH:20][C:41](=[O:47])[O:42][CH2:43][CH2:56][CH2:55][O:54][C:53]2[CH:59]=[CH:60][C:50]([Cl:49])=[CH:51][CH:52]=2)=[CH:18][CH:17]=1. The catalyst class is: 2. (3) Reactant: N1C2C=CC=CC=2N=N1.[CH3:10][C:11]1[CH:19]=[CH:18][C:14]([C:15](Cl)=[O:16])=[CH:13][CH:12]=1.[C:20]([NH:23][C@H:24]([C:27]([OH:29])=[O:28])[CH2:25][SH:26])(=[O:22])[CH3:21].CN1CCOCC1.Cl. Product: [C:20]([NH:23][CH:24]([CH2:25][S:26][C:15](=[O:16])[C:14]1[CH:18]=[CH:19][C:11]([CH3:10])=[CH:12][CH:13]=1)[C:27]([OH:29])=[O:28])(=[O:22])[CH3:21]. The catalyst class is: 7. (4) Reactant: [Br:1][C:2]1[CH:7]=[CH:6][C:5]([NH:8][CH:9]=[O:10])=[CH:4][CH:3]=1.[H-].[Na+].I[CH3:14]. Product: [Br:1][C:2]1[CH:7]=[CH:6][C:5]([N:8]([CH3:14])[CH:9]=[O:10])=[CH:4][CH:3]=1. The catalyst class is: 3.